This data is from Full USPTO retrosynthesis dataset with 1.9M reactions from patents (1976-2016). The task is: Predict the reactants needed to synthesize the given product. (1) The reactants are: [CH:1]1([N:4]2[CH:8]=[C:7]([NH2:9])[CH:6]=[N:5]2)[CH2:3][CH2:2]1.Br[C:11]1[C:12](=[O:19])[N:13]([CH3:18])[CH:14]=[C:15]([Br:17])[N:16]=1.CC1(C)C2C(=C(P(C3C=CC=CC=3)C3C=CC=CC=3)C=CC=2)OC2C(P(C3C=CC=CC=3)C3C=CC=CC=3)=CC=CC1=2.C([O-])([O-])=O.[Cs+].[Cs+]. Given the product [Br:17][C:15]1[N:16]=[C:11]([NH:9][C:7]2[CH:6]=[N:5][N:4]([CH:1]3[CH2:3][CH2:2]3)[CH:8]=2)[C:12](=[O:19])[N:13]([CH3:18])[CH:14]=1, predict the reactants needed to synthesize it. (2) Given the product [NH2:1][C:2]1[N:7]=[C:6]([C:8]2[O:9][CH:10]=[CH:11][CH:12]=2)[C:5]([C:13]#[N:14])=[C:4]([O:22][CH:19]([CH3:21])[CH3:20])[N:3]=1, predict the reactants needed to synthesize it. The reactants are: [NH2:1][C:2]1[N:7]=[C:6]([C:8]2[O:9][CH:10]=[CH:11][CH:12]=2)[C:5]([C:13]#[N:14])=[C:4](S(C)(=O)=O)[N:3]=1.[CH:19]([OH:22])([CH3:21])[CH3:20].C1CCN2C(=NCCC2)CC1.